From a dataset of hERG Central: cardiac toxicity at 1µM, 10µM, and general inhibition. Predict hERG channel inhibition at various concentrations. (1) The compound is COc1ccc(CN(C)CC2CCCN(CCc3ccc(Cl)cc3)C2)cc1OC. Results: hERG_inhib (hERG inhibition (general)): blocker. (2) The drug is Cc1ccc(CNC(=O)C2CC3Cn4c(nc5cc6ccccc6cc54)C3N2C)o1. Results: hERG_inhib (hERG inhibition (general)): blocker.